From a dataset of Peptide-MHC class II binding affinity with 134,281 pairs from IEDB. Regression. Given a peptide amino acid sequence and an MHC pseudo amino acid sequence, predict their binding affinity value. This is MHC class II binding data. The peptide sequence is AFILDGDNLFDKV. The MHC is DRB1_0401 with pseudo-sequence DRB1_0401. The binding affinity (normalized) is 0.630.